From a dataset of Forward reaction prediction with 1.9M reactions from USPTO patents (1976-2016). Predict the product of the given reaction. Given the reactants [CH3:1][N:2]([CH2:14][CH2:15][N:16]1[CH2:21][CH2:20][O:19][CH2:18][CH2:17]1)[C:3]([C:5]1[CH:6]=[C:7]([CH:11]=[CH:12][CH:13]=1)[C:8](O)=[O:9])=[O:4].C(Cl)(=O)C([Cl:25])=O, predict the reaction product. The product is: [CH3:1][N:2]([CH2:14][CH2:15][N:16]1[CH2:21][CH2:20][O:19][CH2:18][CH2:17]1)[C:3]([C:5]1[CH:6]=[C:7]([CH:11]=[CH:12][CH:13]=1)[C:8]([Cl:25])=[O:9])=[O:4].